Dataset: Full USPTO retrosynthesis dataset with 1.9M reactions from patents (1976-2016). Task: Predict the reactants needed to synthesize the given product. Given the product [Cl:1][C:2]1[CH:30]=[CH:29][CH:28]=[CH:27][C:3]=1[CH2:4][C:5]1[CH:6]=[C:7]([NH:16][C:17]2[CH:24]=[CH:23][C:20]([CH2:21][N:35]3[CH2:36][CH2:37][N:32]([CH3:31])[CH2:33][CH2:34]3)=[CH:19][C:18]=2[O:25][CH3:26])[C:8]2[C:9](=[O:15])[NH:10][N:11]=[CH:12][C:13]=2[N:14]=1, predict the reactants needed to synthesize it. The reactants are: [Cl:1][C:2]1[CH:30]=[CH:29][CH:28]=[CH:27][C:3]=1[CH2:4][C:5]1[CH:6]=[C:7]([NH:16][C:17]2[CH:24]=[CH:23][C:20]([CH:21]=O)=[CH:19][C:18]=2[O:25][CH3:26])[C:8]2[C:9](=[O:15])[NH:10][N:11]=[CH:12][C:13]=2[N:14]=1.[CH3:31][N:32]1[CH2:37][CH2:36][NH:35][CH2:34][CH2:33]1.C(O)(=O)C.C(O[BH-](OC(=O)C)OC(=O)C)(=O)C.[Na+].[Cl-].[NH4+].